This data is from NCI-60 drug combinations with 297,098 pairs across 59 cell lines. The task is: Regression. Given two drug SMILES strings and cell line genomic features, predict the synergy score measuring deviation from expected non-interaction effect. (1) Drug 1: CC12CCC3C(C1CCC2=O)CC(=C)C4=CC(=O)C=CC34C. Drug 2: C(CCl)NC(=O)N(CCCl)N=O. Cell line: U251. Synergy scores: CSS=57.0, Synergy_ZIP=-1.05, Synergy_Bliss=0.849, Synergy_Loewe=-0.0529, Synergy_HSA=1.53. (2) Synergy scores: CSS=50.4, Synergy_ZIP=0.308, Synergy_Bliss=-0.742, Synergy_Loewe=-1.70, Synergy_HSA=3.66. Drug 1: C1=NC2=C(N1)C(=S)N=C(N2)N. Cell line: MCF7. Drug 2: CC=C1C(=O)NC(C(=O)OC2CC(=O)NC(C(=O)NC(CSSCCC=C2)C(=O)N1)C(C)C)C(C)C. (3) Drug 1: C1CN1P(=S)(N2CC2)N3CC3. Drug 2: CC1C(C(CC(O1)OC2CC(OC(C2O)C)OC3=CC4=CC5=C(C(=O)C(C(C5)C(C(=O)C(C(C)O)O)OC)OC6CC(C(C(O6)C)O)OC7CC(C(C(O7)C)O)OC8CC(C(C(O8)C)O)(C)O)C(=C4C(=C3C)O)O)O)O. Cell line: NCI-H522. Synergy scores: CSS=59.9, Synergy_ZIP=-1.44, Synergy_Bliss=-0.157, Synergy_Loewe=-0.769, Synergy_HSA=0.291. (4) Synergy scores: CSS=16.8, Synergy_ZIP=-1.78, Synergy_Bliss=-2.02, Synergy_Loewe=-33.7, Synergy_HSA=-3.80. Cell line: MOLT-4. Drug 2: CN1C2=C(C=C(C=C2)N(CCCl)CCCl)N=C1CCCC(=O)O.Cl. Drug 1: CC1C(C(CC(O1)OC2CC(OC(C2O)C)OC3=CC4=CC5=C(C(=O)C(C(C5)C(C(=O)C(C(C)O)O)OC)OC6CC(C(C(O6)C)O)OC7CC(C(C(O7)C)O)OC8CC(C(C(O8)C)O)(C)O)C(=C4C(=C3C)O)O)O)O. (5) Drug 1: CC1=C(C=C(C=C1)NC(=O)C2=CC=C(C=C2)CN3CCN(CC3)C)NC4=NC=CC(=N4)C5=CN=CC=C5. Drug 2: CC(C)(C#N)C1=CC(=CC(=C1)CN2C=NC=N2)C(C)(C)C#N. Cell line: SW-620. Synergy scores: CSS=-1.85, Synergy_ZIP=-0.175, Synergy_Bliss=-7.19, Synergy_Loewe=-6.13, Synergy_HSA=-8.35. (6) Drug 1: C1=NC(=NC(=O)N1C2C(C(C(O2)CO)O)O)N. Drug 2: CC1C(C(CC(O1)OC2CC(CC3=C2C(=C4C(=C3O)C(=O)C5=C(C4=O)C(=CC=C5)OC)O)(C(=O)CO)O)N)O.Cl. Cell line: UO-31. Synergy scores: CSS=42.3, Synergy_ZIP=-4.68, Synergy_Bliss=2.08, Synergy_Loewe=3.49, Synergy_HSA=4.42. (7) Synergy scores: CSS=2.20, Synergy_ZIP=0.342, Synergy_Bliss=2.66, Synergy_Loewe=0.558, Synergy_HSA=0.540. Cell line: UACC-257. Drug 2: CC1=CC=C(C=C1)C2=CC(=NN2C3=CC=C(C=C3)S(=O)(=O)N)C(F)(F)F. Drug 1: CS(=O)(=O)C1=CC(=C(C=C1)C(=O)NC2=CC(=C(C=C2)Cl)C3=CC=CC=N3)Cl. (8) Drug 1: CC12CCC3C(C1CCC2=O)CC(=C)C4=CC(=O)C=CC34C. Drug 2: CCN(CC)CCNC(=O)C1=C(NC(=C1C)C=C2C3=C(C=CC(=C3)F)NC2=O)C. Cell line: NCI-H322M. Synergy scores: CSS=5.08, Synergy_ZIP=0.380, Synergy_Bliss=2.35, Synergy_Loewe=0.878, Synergy_HSA=0.720. (9) Drug 2: C#CCC(CC1=CN=C2C(=N1)C(=NC(=N2)N)N)C3=CC=C(C=C3)C(=O)NC(CCC(=O)O)C(=O)O. Synergy scores: CSS=19.8, Synergy_ZIP=2.11, Synergy_Bliss=4.61, Synergy_Loewe=-0.856, Synergy_HSA=1.21. Cell line: HOP-62. Drug 1: CCC1(CC2CC(C3=C(CCN(C2)C1)C4=CC=CC=C4N3)(C5=C(C=C6C(=C5)C78CCN9C7C(C=CC9)(C(C(C8N6C=O)(C(=O)OC)O)OC(=O)C)CC)OC)C(=O)OC)O.OS(=O)(=O)O.